This data is from Reaction yield outcomes from USPTO patents with 853,638 reactions. The task is: Predict the reaction yield, written as a fraction of the theoretical maximum amount of product (1.0 means a 100% yield; for example, 0.34 means a 34% yield). (1) The reactants are [Br:1][C:2]1[CH:3]=[C:4]([CH:27]=[CH:28][CH:29]=1)[CH2:5][N:6]1[C:14]2[C:13](=[O:15])[N:12]([CH3:16])[C:11](=[O:17])[N:10]([CH3:18])[C:9]=2[N:8]=[C:7]1[CH2:19][CH:20]([CH3:26])[C:21]([O:23]CC)=[O:22].[OH-].[K+]. The catalyst is C(O)C.O. The product is [Br:1][C:2]1[CH:3]=[C:4]([CH:27]=[CH:28][CH:29]=1)[CH2:5][N:6]1[C:14]2[C:13](=[O:15])[N:12]([CH3:16])[C:11](=[O:17])[N:10]([CH3:18])[C:9]=2[N:8]=[C:7]1[CH2:19][CH:20]([CH3:26])[C:21]([OH:23])=[O:22]. The yield is 0.870. (2) The product is [F:16][C:17]([F:22])([F:21])[CH2:18][CH2:19][S:1][C:2]1[N:7]=[CH:6][C:5]([C:8]([OH:10])=[O:9])=[CH:4][CH:3]=1. The reactants are [SH:1][C:2]1[N:7]=[CH:6][C:5]([C:8]([OH:10])=[O:9])=[CH:4][CH:3]=1.C([O-])(=O)C.[Na+].[F:16][C:17]([F:22])([F:21])[CH2:18][CH2:19]I. The yield is 0.570. The catalyst is CCO. (3) The reactants are [N:1]1[CH:6]=[CH:5][CH:4]=[CH:3][C:2]=1[O:7][CH2:8][C:9]1[CH:14]=[CH:13][C:12]([CH2:15][C:16](Cl)=[N:17][OH:18])=[CH:11][CH:10]=1.[C:20]([C:22]1[C:23]([NH2:28])=[N:24][CH:25]=[CH:26][CH:27]=1)#[CH:21].C(N(CC)CC)C.O. The catalyst is O1CCCC1. The product is [N:1]1[CH:6]=[CH:5][CH:4]=[CH:3][C:2]=1[O:7][CH2:8][C:9]1[CH:14]=[CH:13][C:12]([CH2:15][C:16]2[CH:21]=[C:20]([C:22]3[C:23]([NH2:28])=[N:24][CH:25]=[CH:26][CH:27]=3)[O:18][N:17]=2)=[CH:11][CH:10]=1. The yield is 0.260. (4) The reactants are [I:1][C:2]1[C:3](O)=[N:4][CH:5]=[C:6]([N+:8]([O-:10])=[O:9])[CH:7]=1.O=P(Cl)(Cl)[Cl:14].P(Cl)(Cl)(Cl)(Cl)Cl. The catalyst is O. The product is [Cl:14][C:3]1[C:2]([I:1])=[CH:7][C:6]([N+:8]([O-:10])=[O:9])=[CH:5][N:4]=1. The yield is 0.690. (5) The reactants are [CH3:1][N:2]1[C:10]2[C:5](=[CH:6][CH:7]=[C:8]([C:11]([F:14])([F:13])[F:12])[CH:9]=2)[CH:4]=[C:3]1[C:15]([O:17]CC)=[O:16].[OH-].[Na+].Cl. The catalyst is CO. The product is [CH3:1][N:2]1[C:10]2[C:5](=[CH:6][CH:7]=[C:8]([C:11]([F:13])([F:14])[F:12])[CH:9]=2)[CH:4]=[C:3]1[C:15]([OH:17])=[O:16]. The yield is 0.940.